This data is from Reaction yield outcomes from USPTO patents with 853,638 reactions. The task is: Predict the reaction yield, written as a fraction of the theoretical maximum amount of product (1.0 means a 100% yield; for example, 0.34 means a 34% yield). The reactants are [NH2:1][C:2]1[CH:7]=[CH:6][C:5]([C:8]([C:10]2[CH:19]=[CH:18][CH:17]=[CH:16][C:11]=2[C:12]([O:14][CH3:15])=[O:13])=[O:9])=[CH:4][C:3]=1[N+:20]([O-])=O. The catalyst is [Pd]. The product is [NH2:20][C:3]1[CH:4]=[C:5]([C:8]([C:10]2[CH:19]=[CH:18][CH:17]=[CH:16][C:11]=2[C:12]([O:14][CH3:15])=[O:13])=[O:9])[CH:6]=[CH:7][C:2]=1[NH2:1]. The yield is 0.980.